Predict the reaction yield, written as a fraction of the theoretical maximum amount of product (1.0 means a 100% yield; for example, 0.34 means a 34% yield). From a dataset of Reaction yield outcomes from USPTO patents with 853,638 reactions. The product is [NH2:8][C@H:9]([C:40]1[CH:45]=[CH:44][CH:43]=[CH:42][CH:41]=1)[CH2:10][N:11]1[C:16](=[O:17])[C:15]([C:18]2[CH:23]=[CH:22][CH:21]=[C:20]([O:24][CH3:25])[C:19]=2[Cl:26])=[CH:14][N:13]([CH2:27][C:28]2[C:33]([C:34]([F:36])([F:35])[F:37])=[CH:32][CH:31]=[CH:30][C:29]=2[F:38])[C:12]1=[O:39]. The catalyst is ClCCl. The reactants are C(OC([NH:8][C@H:9]([C:40]1[CH:45]=[CH:44][CH:43]=[CH:42][CH:41]=1)[CH2:10][N:11]1[C:16](=[O:17])[C:15]([C:18]2[CH:23]=[CH:22][CH:21]=[C:20]([O:24][CH3:25])[C:19]=2[Cl:26])=[CH:14][N:13]([CH2:27][C:28]2[C:33]([C:34]([F:37])([F:36])[F:35])=[CH:32][CH:31]=[CH:30][C:29]=2[F:38])[C:12]1=[O:39])=O)(C)(C)C.C(O)(C(F)(F)F)=O. The yield is 0.960.